From a dataset of Drug-target binding data from BindingDB using Ki measurements. Regression. Given a target protein amino acid sequence and a drug SMILES string, predict the binding affinity score between them. We predict pKi (pKi = -log10(Ki in M); higher means stronger inhibition). Dataset: bindingdb_ki. The drug is O=C1Nc2ccc(S(=O)(=O)NCCCCCCOP(=O)(O)O)c3cccc1c23. The target protein (P9WHE9) has sequence MKGGAGVPDLPSLDASGVRLAIVASSWHGKICDALLDGARKVAAGCGLDDPTVVRVLGAIEIPVVAQELARNHDAVVALGVVIRGQTPHFDYVCDAVTQGLTRVSLDSSTPIANGVLTTNTEEQALDRAGLPTSAEDKGAQATVAALATALTLRELRAHS. The pKi is 3.1.